Task: Predict the product of the given reaction.. Dataset: Forward reaction prediction with 1.9M reactions from USPTO patents (1976-2016) (1) Given the reactants [Cl:1][C:2]1[CH:7]=[CH:6][C:5]([CH2:8][OH:9])=[CH:4][C:3]=1[N:10]1[C:15]([CH3:16])=[CH:14][C:13]([OH:17])=[CH:12][C:11]1=[O:18].[F:19][C:20]1[CH:27]=[C:26]([F:28])[CH:25]=[CH:24][C:21]=1[CH2:22]Br.C([O-])([O-])=O.[K+].[K+].C([O-])(O)=O.[Na+], predict the reaction product. The product is: [Cl:1][C:2]1[CH:7]=[CH:6][C:5]([CH2:8][OH:9])=[CH:4][C:3]=1[N:10]1[C:15]([CH3:16])=[CH:14][C:13]([O:17][CH2:22][C:21]2[CH:24]=[CH:25][C:26]([F:28])=[CH:27][C:20]=2[F:19])=[CH:12][C:11]1=[O:18]. (2) Given the reactants CCOC(/N=N/C(OCC)=O)=O.[C:13]([Si:17]([CH3:24])([CH3:23])[O:18][CH2:19][CH:20]([OH:22])[CH3:21])([CH3:16])([CH3:15])[CH3:14].C1(P(C2C=CC=CC=2)C2C=CC=CC=2)C=CC=CC=1.O[N:45]1[C:49](=[O:50])[C:48]2=[CH:51][CH:52]=[CH:53][CH:54]=[C:47]2[C:46]1=[O:55], predict the reaction product. The product is: [C:13]([Si:17]([CH3:24])([CH3:23])[O:18][CH2:19][CH:20]([CH3:21])[O:22][N:45]1[C:49](=[O:50])[C:48]2[C:47](=[CH:54][CH:53]=[CH:52][CH:51]=2)[C:46]1=[O:55])([CH3:15])([CH3:14])[CH3:16]. (3) Given the reactants [CH2:1]([C:3]1[C:8](=[O:9])[NH:7][C:6]([CH3:10])=[C:5]([C:11]2[S:15][C:14]([S:16]([Cl:19])(=[O:18])=[O:17])=[CH:13][CH:12]=2)[CH:4]=1)[CH3:2].[Cl:20][C:21]1[CH:34]=[CH:33][C:24]([CH2:25][N:26]2[CH2:31][CH2:30][CH:29]([NH2:32])[CH2:28][CH2:27]2)=[CH:23][CH:22]=1, predict the reaction product. The product is: [ClH:19].[Cl:20][C:21]1[CH:22]=[CH:23][C:24]([CH2:25][N:26]2[CH2:27][CH2:28][CH:29]([NH:32][S:16]([C:14]3[S:15][C:11]([C:5]4[CH:4]=[C:3]([CH2:1][CH3:2])[C:8](=[O:9])[NH:7][C:6]=4[CH3:10])=[CH:12][CH:13]=3)(=[O:18])=[O:17])[CH2:30][CH2:31]2)=[CH:33][CH:34]=1. (4) Given the reactants [P:1]([Cl:5])(Cl)([Cl:3])=[O:2].[CH3:6][CH:7]([CH:13]([CH2:16][CH2:17][CH:18]([CH3:24])[CH2:19][C:20]([CH3:23])([CH3:22])[CH3:21])[CH2:14][OH:15])[CH2:8][C:9]([CH3:12])([CH3:11])[CH3:10].C(N(CC)CC)C, predict the reaction product. The product is: [CH3:6][CH:7]([CH:13]([CH2:16][CH2:17][CH:18]([CH3:24])[CH2:19][C:20]([CH3:21])([CH3:23])[CH3:22])[CH2:14][O:15][P:1]([Cl:5])([Cl:3])=[O:2])[CH2:8][C:9]([CH3:10])([CH3:11])[CH3:12]. (5) The product is: [Si:1]([O:18][CH2:19][C:20]1[N:21]=[C:22]([C:36](=[O:38])[CH3:37])[N:23]([CH2:25][CH:26]=[CH2:27])[CH:24]=1)([C:14]([CH3:17])([CH3:16])[CH3:15])([C:8]1[CH:13]=[CH:12][CH:11]=[CH:10][CH:9]=1)[C:2]1[CH:7]=[CH:6][CH:5]=[CH:4][CH:3]=1. Given the reactants [Si:1]([O:18][CH2:19][C:20]1[N:21]=[CH:22][N:23]([CH2:25][CH:26]=[CH2:27])[CH:24]=1)([C:14]([CH3:17])([CH3:16])[CH3:15])([C:8]1[CH:13]=[CH:12][CH:11]=[CH:10][CH:9]=1)[C:2]1[CH:7]=[CH:6][CH:5]=[CH:4][CH:3]=1.C([Li])CCC.CON(C)[C:36](=[O:38])[CH3:37].[Cl-].[NH4+], predict the reaction product. (6) Given the reactants O[CH2:2][C:3]1[CH:16]=[N:15][C:6]2[C:7]3[N:8]([CH:12]=[CH:13][CH:14]=3)[C:9](=[O:11])[NH:10][C:5]=2[CH:4]=1.Cl.Cl.[CH2:19]([NH:21][C:22](=[O:36])[C:23]1[CH:28]=[CH:27][C:26]([N:29]2[CH2:34][CH2:33][NH:32][CH2:31][CH2:30]2)=[C:25]([CH3:35])[CH:24]=1)[CH3:20].[I-].C(C[P+](C)(C)C)#N.C(N(C(C)C)C(C)C)C, predict the reaction product. The product is: [CH2:19]([NH:21][C:22](=[O:36])[C:23]1[CH:28]=[CH:27][C:26]([N:29]2[CH2:30][CH2:31][N:32]([CH2:2][C:3]3[CH:16]=[N:15][C:6]4[C:7]5[N:8]([CH:12]=[CH:13][CH:14]=5)[C:9](=[O:11])[NH:10][C:5]=4[CH:4]=3)[CH2:33][CH2:34]2)=[C:25]([CH3:35])[CH:24]=1)[CH3:20].